This data is from Reaction yield outcomes from USPTO patents with 853,638 reactions. The task is: Predict the reaction yield, written as a fraction of the theoretical maximum amount of product (1.0 means a 100% yield; for example, 0.34 means a 34% yield). (1) The reactants are [CH2:1]([C:3]1[C:4]([OH:27])=[C:5]([C:23]([O:25]C)=[O:24])[C:6](=[O:22])[NH:7][C:8]=1[C:9]1[CH:17]=[CH:16][C:15]2[N:14]3[CH2:18][CH2:19][C:20](=O)[C:13]3=[CH:12][C:11]=2[CH:10]=1)[CH3:2].[NH:28]1[CH2:32][CH2:31][CH2:30][CH2:29]1.[BH-](OC(C)=O)(OC(C)=O)OC(C)=O.[Na+].[Li+].[I-].Cl. The catalyst is ClCCCl.CC(O)=O. The product is [CH2:1]([C:3]1[C:4]([OH:27])=[C:5]([C:23]([OH:25])=[O:24])[C:6](=[O:22])[NH:7][C:8]=1[C:9]1[CH:17]=[CH:16][C:15]2[N:14]3[CH2:18][CH2:19][CH:20]([N:28]4[CH2:32][CH2:31][CH2:30][CH2:29]4)[C:13]3=[CH:12][C:11]=2[CH:10]=1)[CH3:2]. The yield is 0.200. (2) The reactants are C([N:8]1[CH2:14][CH2:13][C:12](=[O:15])[NH:11][CH:10]([CH3:16])[CH2:9]1)C1C=CC=CC=1. The catalyst is C(O)C.[Pd]. The product is [CH3:16][CH:10]1[NH:11][C:12](=[O:15])[CH2:13][CH2:14][NH:8][CH2:9]1. The yield is 0.990. (3) The reactants are Cl[C:2]1[CH:7]=[C:6]([NH:8][C:9]2[CH:19]=[CH:18][CH:17]=[CH:16][C:10]=2[C:11]([NH:13][O:14][CH3:15])=[O:12])[C:5]([Cl:20])=[CH:4][N:3]=1.[CH3:21][C:22]1[CH:26]=[C:25]([NH2:27])[N:24]([CH:28]([CH3:30])[CH3:29])[N:23]=1.C(=O)([O-])[O-].[Cs+].[Cs+].C1C=CC(P(C2C(C3C(P(C4C=CC=CC=4)C4C=CC=CC=4)=CC=C4C=3C=CC=C4)=C3C(C=CC=C3)=CC=2)C2C=CC=CC=2)=CC=1. The catalyst is C([O-])(=O)C.[Pd+2].C([O-])(=O)C. The product is [Cl:20][C:5]1[C:6]([NH:8][C:9]2[CH:19]=[CH:18][CH:17]=[CH:16][C:10]=2[C:11]([NH:13][O:14][CH3:15])=[O:12])=[CH:7][C:2]([NH:27][C:25]2[N:24]([CH:28]([CH3:30])[CH3:29])[N:23]=[C:22]([CH3:21])[CH:26]=2)=[N:3][CH:4]=1. The yield is 0.150. (4) The reactants are [NH:1]1[C:9]2[C:4](=[CH:5][CH:6]=[C:7]([C:10]#[N:11])[CH:8]=2)[CH:3]=[CH:2]1.C1C(=O)N([Br:19])C(=O)C1. The catalyst is C(Cl)Cl. The product is [Br:19][C:3]1[C:4]2[C:9](=[CH:8][C:7]([C:10]#[N:11])=[CH:6][CH:5]=2)[NH:1][CH:2]=1. The yield is 0.990. (5) The reactants are [CH:1]([C:3]1[CH:8]=[CH:7][C:6]([C:9]([O:11][CH3:12])=[O:10])=[CH:5][C:4]=1[C:13]([O:15][CH3:16])=[O:14])=[CH2:2].CC(N=NC(C#N)(C)C)(C#N)C.[C:29]([OH:32])(=[S:31])[CH3:30]. The catalyst is C1C=CC=CC=1.C([O-])(O)=O.[Na+]. The product is [C:29]([S:31][CH2:2][CH2:1][C:3]1[CH:8]=[CH:7][C:6]([C:9]([O:11][CH3:12])=[O:10])=[CH:5][C:4]=1[C:13]([O:15][CH3:16])=[O:14])(=[O:32])[CH3:30]. The yield is 0.270. (6) The reactants are Br[C:2]1[CH:24]=[CH:23][C:5]2[C:6]3[N:7]=[C:8]([N:14]4[C:18]([C:19]([CH3:22])([CH3:21])[CH3:20])=[CH:17][N:16]=[N:15]4)[S:9][C:10]=3[CH2:11][CH2:12][O:13][C:4]=2[CH:3]=1. The catalyst is CO.[Pd]. The product is [C:19]([C:18]1[N:14]([C:8]2[S:9][C:10]3[CH2:11][CH2:12][O:13][C:4]4[CH:3]=[CH:2][CH:24]=[CH:23][C:5]=4[C:6]=3[N:7]=2)[N:15]=[N:16][CH:17]=1)([CH3:22])([CH3:20])[CH3:21]. The yield is 0.660. (7) The reactants are [Li]CCCC.[C:6]([O:10][C:11](=[O:21])[NH:12][C:13]1[CH:14]=[N:15][C:16]([Cl:20])=[C:17]([F:19])[CH:18]=1)([CH3:9])([CH3:8])[CH3:7].CN(C)CCN(C)C.[I:30]I.Cl. The catalyst is C(OCC)C.C1COCC1. The product is [C:6]([O:10][C:11](=[O:21])[NH:12][C:13]1[CH:14]=[N:15][C:16]([Cl:20])=[C:17]([F:19])[C:18]=1[I:30])([CH3:9])([CH3:7])[CH3:8]. The yield is 0.820. (8) The reactants are [NH2:1][C:2]1[CH:3]=[C:4]2[C:20](=[O:21])[NH:19][N:18]=[CH:17][C:6]3=[C:7]([C:11]4[CH:16]=[CH:15][CH:14]=[CH:13][CH:12]=4)[NH:8][C:9]([CH:10]=1)=[C:5]23.[C:22]([O:26][C:27]([N:29]1[CH2:34][CH2:33][CH:32]([CH2:35][C:36](O)=[O:37])[CH2:31][CH2:30]1)=[O:28])([CH3:25])([CH3:24])[CH3:23].C(N(CC)CC)C.F[P-](F)(F)(F)(F)F.N1(OC(N(C)C)=[N+](C)C)C2N=CC=CC=2N=N1. The catalyst is C(Cl)Cl.CN(C)C=O.CO.CCCCCC. The product is [C:22]([O:26][C:27]([N:29]1[CH2:34][CH2:33][CH:32]([CH2:35][C:36](=[O:37])[NH:1][C:2]2[CH:3]=[C:4]3[C:20](=[O:21])[NH:19][N:18]=[CH:17][C:6]4=[C:7]([C:11]5[CH:12]=[CH:13][CH:14]=[CH:15][CH:16]=5)[NH:8][C:9]([CH:10]=2)=[C:5]34)[CH2:31][CH2:30]1)=[O:28])([CH3:25])([CH3:24])[CH3:23]. The yield is 1.00. (9) The reactants are [F:1][C:2]1[CH:7]=[CH:6][CH:5]=[C:4]([F:8])[C:3]=1[N:9]1[C:14]2[N:15]=[C:16](S(C)=O)[N:17]=[C:18]([C:19]3[CH:20]=[C:21]([CH:32]=[CH:33][C:34]=3[CH3:35])[C:22]([NH:24][C:25]3[CH:30]=[CH:29][C:28]([F:31])=[CH:27][CH:26]=3)=[O:23])[C:13]=2[CH2:12][NH:11][C:10]1=[O:39].[CH3:40][CH:41]([NH:43][CH2:44][CH2:45][CH2:46][NH2:47])[CH3:42]. The catalyst is C1COCC1. The product is [F:1][C:2]1[CH:7]=[CH:6][CH:5]=[C:4]([F:8])[C:3]=1[N:9]1[C:14]2[N:15]=[C:16]([NH:47][CH2:46][CH2:45][CH2:44][NH:43][CH:41]([CH3:42])[CH3:40])[N:17]=[C:18]([C:19]3[CH:20]=[C:21]([CH:32]=[CH:33][C:34]=3[CH3:35])[C:22]([NH:24][C:25]3[CH:30]=[CH:29][C:28]([F:31])=[CH:27][CH:26]=3)=[O:23])[C:13]=2[CH2:12][NH:11][C:10]1=[O:39]. The yield is 0.640.